Dataset: Peptide-MHC class I binding affinity with 185,985 pairs from IEDB/IMGT. Task: Regression. Given a peptide amino acid sequence and an MHC pseudo amino acid sequence, predict their binding affinity value. This is MHC class I binding data. (1) The peptide sequence is SQFNHWFGE. The MHC is HLA-B51:01 with pseudo-sequence HLA-B51:01. The binding affinity (normalized) is 0.0847. (2) The peptide sequence is LATLNTLITL. The MHC is HLA-A02:06 with pseudo-sequence HLA-A02:06. The binding affinity (normalized) is 0.466. (3) The peptide sequence is VGFPTHRHI. The MHC is HLA-A29:02 with pseudo-sequence HLA-A29:02. The binding affinity (normalized) is 0.00152. (4) The peptide sequence is DRGKDKVKV. The MHC is Mamu-B03 with pseudo-sequence Mamu-B03. The binding affinity (normalized) is 0. (5) The peptide sequence is GLYGAQYDV. The MHC is HLA-A02:01 with pseudo-sequence HLA-A02:01. The binding affinity (normalized) is 0.490. (6) The peptide sequence is FLYDISISL. The binding affinity (normalized) is 1.00. The MHC is HLA-C03:03 with pseudo-sequence HLA-C03:03.